Task: Predict the product of the given reaction.. Dataset: Forward reaction prediction with 1.9M reactions from USPTO patents (1976-2016) (1) Given the reactants [CH3:1][O:2][CH2:3][CH2:4][N:5]([CH2:40][CH2:41][O:42][CH3:43])[C:6](=[O:39])[CH2:7][NH:8][C:9]([C@H:11]1[C@H:15]([C:16]2[CH:21]=[CH:20][CH:19]=[C:18]([Cl:22])[C:17]=2[F:23])[C@:14]([C:26]2[CH:31]=[CH:30][C:29]([Cl:32])=[CH:28][C:27]=2[F:33])([C:24]#[N:25])[C@H:13]([CH2:34][C:35]([CH3:38])([CH3:37])[CH3:36])[NH:12]1)=[O:10].[CH3:44]OCCOC.C=O, predict the reaction product. The product is: [Cl:22][C:18]1[C:17]([F:23])=[C:16]([C@H:15]2[C@H:11]3[N:12]([CH2:44][N:8]([CH2:7][C:6]([N:5]([CH2:40][CH2:41][O:42][CH3:43])[CH2:4][CH2:3][O:2][CH3:1])=[O:39])[C:9]3=[O:10])[C@@H:13]([CH2:34][C:35]([CH3:37])([CH3:38])[CH3:36])[C@@:14]2([C:26]2[CH:31]=[CH:30][C:29]([Cl:32])=[CH:28][C:27]=2[F:33])[C:24]#[N:25])[CH:21]=[CH:20][CH:19]=1. (2) The product is: [CH:1]1([NH:4][C:5](=[O:6])[C:7]2[CH:12]=[CH:11][C:10]([CH3:13])=[C:9]([C:14]3[CH:15]=[C:16]4[C:17]([C:20]([C:21]5[CH:26]=[CH:25][CH:24]=[CH:23][CH:22]=5)=[N:29][C:30](=[O:31])[NH:28]4)=[CH:18][CH:19]=3)[CH:8]=2)[CH2:3][CH2:2]1. Given the reactants [CH:1]1([NH:4][C:5]([C:7]2[CH:8]=[C:9]([C:14]3[CH:19]=[CH:18][C:17]([C:20](=O)[C:21]4[CH:26]=[CH:25][CH:24]=[CH:23][CH:22]=4)=[C:16]([NH2:28])[CH:15]=3)[C:10]([CH3:13])=[CH:11][CH:12]=2)=[O:6])[CH2:3][CH2:2]1.[NH2:29][C:30](N)=[O:31], predict the reaction product. (3) Given the reactants [Cl:1][C:2]1[CH:11]=[CH:10][CH:9]=[C:8]2[C:3]=1[C:4]([OH:25])=[C:5]([C:14]([N:16]([CH2:23][CH3:24])[C:17]1[CH:22]=[CH:21][CH:20]=[CH:19][CH:18]=1)=[O:15])[C:6](=[O:13])[N:7]2[CH3:12].[OH-].[Na+:27], predict the reaction product. The product is: [Cl:1][C:2]1[CH:11]=[CH:10][CH:9]=[C:8]2[C:3]=1[C:4]([O-:25])=[C:5]([C:14](=[O:15])[N:16]([CH2:23][CH3:24])[C:17]1[CH:18]=[CH:19][CH:20]=[CH:21][CH:22]=1)[C:6](=[O:13])[N:7]2[CH3:12].[Na+:27]. (4) Given the reactants [Br-].[CH3:2][O:3][C:4]1[CH:5]=[C:6]([C:13](=[O:21])[CH2:14][N+:15]2[CH:20]=[CH:19][CH:18]=[CH:17][CH:16]=2)[CH:7]=[CH:8][C:9]=1[N+:10]([O-:12])=[O:11].[C:22]([O:26][CH2:27][CH3:28])(=[O:25])[CH:23]=[CH2:24], predict the reaction product. The product is: [CH3:2][O:3][C:4]1[CH:5]=[C:6]([CH:7]=[CH:8][C:9]=1[N+:10]([O-:12])=[O:11])[C:13]([C:14]1[N:15]2[C:16]([CH:17]=[CH:18][CH:19]=[CH:20]2)=[C:23]([C:22]([O:26][CH2:27][CH3:28])=[O:25])[CH:24]=1)=[O:21]. (5) Given the reactants O.[PH2:2]([O-:4])=[O:3].[Na+].[CH2:6]=[CH2:7].C([O-])([O-])=O.C([O-])([O-])=O.OO.OO.OO.[Na+].[Na+].[Na+].[Na+].[C:26](N([C:39](=O)[CH3:40])[CH2:26][CH2:27]N(C(=O)C)[C:39](=O)[CH3:40])(=O)[CH3:27].[Al:42], predict the reaction product. The product is: [CH2:26]([P:2]([CH2:6][CH3:7])(=[O:4])[O-:3])[CH3:27].[Al+3:42].[CH2:6]([P:2]([CH2:39][CH3:40])(=[O:4])[O-:3])[CH3:7].[CH2:26]([P:2]([CH2:6][CH3:7])(=[O:4])[O-:3])[CH3:27]. (6) Given the reactants [CH3:1][O:2][CH2:3][CH2:4][O:5][CH2:6][CH2:7][O:8][CH2:9][CH2:10][O:11][C@H:12]1[CH2:16][CH2:15][N:14]([CH2:17][CH:18]([C:21]2[CH:31]=[CH:30][C:24]([NH:25][CH2:26][CH2:27][O:28][CH3:29])=[CH:23][CH:22]=2)[NH:19][CH3:20])[CH2:13]1.[Cl:32][C:33]1[CH:34]=[C:35]([CH2:40][C:41]([OH:43])=O)[CH:36]=[CH:37][C:38]=1[Cl:39].C(N(CC)C(C)C)(C)C.F[B-](F)(F)F.N1(OC(N(C)C)=[N+](C)C)C2C=CC=CC=2N=N1, predict the reaction product. The product is: [Cl:32][C:33]1[CH:34]=[C:35]([CH2:40][C:41]([N:19]([CH:18]([C:21]2[CH:22]=[CH:23][C:24]([NH:25][CH2:26][CH2:27][O:28][CH3:29])=[CH:30][CH:31]=2)[CH2:17][N:14]2[CH2:15][CH2:16][C@H:12]([O:11][CH2:10][CH2:9][O:8][CH2:7][CH2:6][O:5][CH2:4][CH2:3][O:2][CH3:1])[CH2:13]2)[CH3:20])=[O:43])[CH:36]=[CH:37][C:38]=1[Cl:39]. (7) Given the reactants [F:1][C:2]1[CH:7]=[CH:6][C:5]([F:8])=[CH:4][C:3]=1[S:9]([NH:12][C:13]1[CH:18]=[CH:17][CH:16]=[C:15]([CH2:19][OH:20])[C:14]=1[F:21])(=[O:11])=[O:10].I(C1C=CC=CC=1C(O)=O)(=O)=O.O, predict the reaction product. The product is: [F:1][C:2]1[CH:7]=[CH:6][C:5]([F:8])=[CH:4][C:3]=1[S:9]([NH:12][C:13]1[CH:18]=[CH:17][CH:16]=[C:15]([CH:19]=[O:20])[C:14]=1[F:21])(=[O:11])=[O:10].